This data is from Catalyst prediction with 721,799 reactions and 888 catalyst types from USPTO. The task is: Predict which catalyst facilitates the given reaction. (1) Reactant: C[Si](C)(C)N[Si](C)(C)C.[K].[Cl:11][C:12]1[CH:13]=[C:14]([F:19])[C:15](F)=[N:16][CH:17]=1.[C:20]([N:27]1[CH2:32][CH2:31][CH:30]([C:33]#[N:34])[CH2:29][CH2:28]1)([O:22][C:23]([CH3:26])([CH3:25])[CH3:24])=[O:21]. Product: [C:23]([O:22][C:20]([N:27]1[CH2:32][CH2:31][C:30]([C:33]#[N:34])([C:15]2[C:14]([F:19])=[CH:13][C:12]([Cl:11])=[CH:17][N:16]=2)[CH2:29][CH2:28]1)=[O:21])([CH3:26])([CH3:24])[CH3:25]. The catalyst class is: 11. (2) Reactant: [Cl:1][C:2]1[CH:7]=[C:6]([Cl:8])[CH:5]=[CH:4][C:3]=1[S:9][C:10]1[CH:15]=[CH:14][C:13](/[CH:16]=[CH:17]/[C:18]([N:20]2[CH2:25][CH2:24][N:23]([C:26]([C:28]([O:30]CC)=[O:29])=[O:27])[CH2:22][CH2:21]2)=[O:19])=[CH:12][C:11]=1[N+:33]([O-:35])=[O:34].[Li+].[OH-].O.Cl. Product: [Cl:1][C:2]1[CH:7]=[C:6]([Cl:8])[CH:5]=[CH:4][C:3]=1[S:9][C:10]1[CH:15]=[CH:14][C:13](/[CH:16]=[CH:17]/[C:18]([N:20]2[CH2:25][CH2:24][N:23]([C:26]([C:28]([OH:30])=[O:29])=[O:27])[CH2:22][CH2:21]2)=[O:19])=[CH:12][C:11]=1[N+:33]([O-:35])=[O:34]. The catalyst class is: 8. (3) Reactant: [NH2:1][C:2]1[N:10]=[CH:9][C:8]([Br:11])=[CH:7][C:3]=1[C:4]([OH:6])=O.O=S(Cl)Cl.[F:16][C:17]1[CH:22]=[CH:21][CH:20]=[CH:19][C:18]=1[NH2:23]. Product: [NH2:1][C:2]1[N:10]=[CH:9][C:8]([Br:11])=[CH:7][C:3]=1[C:4]([NH:23][C:18]1[CH:19]=[CH:20][CH:21]=[CH:22][C:17]=1[F:16])=[O:6]. The catalyst class is: 11. (4) Reactant: CO.C([C:5]1[N:6]([CH2:25][CH:26]2[CH2:31][CH2:30][O:29][CH2:28][CH2:27]2)[C:7]2[C:16]3[CH:15]=[CH:14][C:13](C=CS(C)(=O)=O)=[CH:12][C:11]=3[N:10]=[C:9]([NH2:23])[C:8]=2[N:24]=1)C. Product: [O:29]1[CH2:30][CH2:31][CH:26]([CH2:25][N:6]2[C:7]3[C:16]4[CH:15]=[CH:14][CH:13]=[CH:12][C:11]=4[N:10]=[C:9]([NH2:23])[C:8]=3[N:24]=[CH:5]2)[CH2:27][CH2:28]1. The catalyst class is: 63.